From a dataset of Reaction yield outcomes from USPTO patents with 853,638 reactions. Predict the reaction yield, written as a fraction of the theoretical maximum amount of product (1.0 means a 100% yield; for example, 0.34 means a 34% yield). (1) The catalyst is CCO.[Pd]. The product is [NH2:15][C:8]1[C:9]([C:11]([F:12])([F:13])[F:14])=[CH:10][C:5]([C:1]([CH3:2])([CH3:3])[CH3:4])=[C:6]([OH:18])[CH:7]=1. The reactants are [C:1]([C:5]1[CH:10]=[C:9]([C:11]([F:14])([F:13])[F:12])[C:8]([N+:15]([O-])=O)=[CH:7][C:6]=1[O:18]CC1C=CC=CC=1)([CH3:4])([CH3:3])[CH3:2].C([O-])=O.[NH4+]. The yield is 0.520. (2) The catalyst is C([O-])C.[Na+]. The reactants are [Cl:1][C:2]1[CH:3]=[C:4]2[C:9](=[C:10]([Cl:12])[CH:11]=1)[CH2:8][N:7]([CH3:13])[CH2:6][CH:5]2[C:14]1[CH:19]=[CH:18][C:17]([NH:20]C(=O)C)=[CH:16][CH:15]=1. The yield is 1.00. The product is [Cl:1][C:2]1[CH:3]=[C:4]2[C:9](=[C:10]([Cl:12])[CH:11]=1)[CH2:8][N:7]([CH3:13])[CH2:6][CH:5]2[C:14]1[CH:19]=[CH:18][C:17]([NH2:20])=[CH:16][CH:15]=1. (3) The reactants are [F:1][C:2]([F:24])([F:23])[CH:3]([C:14]1[CH:19]=[C:18]([Cl:20])[C:17]([Cl:21])=[C:16]([Cl:22])[CH:15]=1)/[CH:4]=[CH:5]/[C:6]1[CH:11]=[CH:10][C:9]([NH:12][NH2:13])=[CH:8][CH:7]=1.CCN(C(C)C)C(C)C.C1C=CC2N(O)N=NC=2C=1.O.CCN=C=NCCCN(C)C.Cl.[CH:57]1([C:60](Cl)=[O:61])[CH2:59][CH2:58]1. The catalyst is C(Cl)Cl.C([O-])(O)=O.[Na+]. The product is [F:24][C:2]([F:1])([F:23])[CH:3]([C:14]1[CH:15]=[C:16]([Cl:22])[C:17]([Cl:21])=[C:18]([Cl:20])[CH:19]=1)/[CH:4]=[CH:5]/[C:6]1[CH:11]=[CH:10][C:9]([NH:12][NH:13][C:60]([CH:57]2[CH2:59][CH2:58]2)=[O:61])=[CH:8][CH:7]=1. The yield is 0.550. (4) The reactants are Br[CH2:2][CH2:3][CH2:4][NH:5][C:6]1[CH:11]=[C:10]([Cl:12])[N:9]=[C:8](Cl)[N:7]=1.C(=O)([O-])[O-:15].[K+].[K+]. The catalyst is O1CCOCC1.O. The product is [Cl:12][C:10]1[CH:11]=[C:6]2[NH:5][CH2:4][CH2:3][CH2:2][N:7]2[C:8](=[O:15])[N:9]=1. The yield is 0.550. (5) The reactants are [CH:1]([C:3]1[CH:8]=[CH:7][C:6]([C:9]2[CH:14]=[CH:13][C:12]([CH:15]([CH3:24])[CH2:16][NH:17][S:18]([CH:21]([CH3:23])[CH3:22])(=[O:20])=[O:19])=[CH:11][CH:10]=2)=[CH:5][CH:4]=1)=[O:2].[BH4-].[Na+]. The catalyst is C(O)C. The product is [OH:2][CH2:1][C:3]1[CH:8]=[CH:7][C:6]([C:9]2[CH:14]=[CH:13][C:12]([CH:15]([CH3:24])[CH2:16][NH:17][S:18]([CH:21]([CH3:23])[CH3:22])(=[O:20])=[O:19])=[CH:11][CH:10]=2)=[CH:5][CH:4]=1. The yield is 0.710. (6) The reactants are Br[CH2:2][CH2:3][CH2:4][NH:5][C:6]1[CH:11]=[C:10]([Cl:12])[N:9]=[C:8](Cl)[N:7]=1.C(=O)([O-])[O-:15].[K+].[K+]. The catalyst is O1CCOCC1.O. The product is [Cl:12][C:10]1[CH:11]=[C:6]2[NH:5][CH2:4][CH2:3][CH2:2][N:7]2[C:8](=[O:15])[N:9]=1. The yield is 0.550.